From a dataset of Forward reaction prediction with 1.9M reactions from USPTO patents (1976-2016). Predict the product of the given reaction. (1) Given the reactants [CH3:1][CH:2]([C:4]1[C:5]2[N:6]([CH:11]=[C:12]([CH3:14])[N:13]=2)[N:7]=[C:8]([CH3:10])[CH:9]=1)[CH3:3].[CH2:15]([CH:17]([C:20]1[C:21]2[N:22]([C:27](I)=[C:28]([CH3:30])[N:29]=2)[N:23]=[C:24]([CH3:26])[CH:25]=1)[CH2:18][CH3:19])[CH3:16], predict the reaction product. The product is: [CH2:15]([CH:17]([C:20]1[C:21]2[N:22]([C:27]([C:11]3[N:6]4[N:7]=[C:8]([CH3:10])[CH:9]=[C:4]([CH:2]([CH3:1])[CH3:3])[C:5]4=[N:13][C:12]=3[CH3:14])=[C:28]([CH3:30])[N:29]=2)[N:23]=[C:24]([CH3:26])[CH:25]=1)[CH2:18][CH3:19])[CH3:16]. (2) Given the reactants [CH2:1]([O:11][C:12](=[O:20])[C:13]1[CH:18]=[CH:17][CH:16]=[CH:15][C:14]=1[NH2:19])[CH2:2][CH2:3][CH2:4][CH2:5][CH2:6][CH2:7][CH2:8][CH2:9][CH3:10].[CH2:21]1[O:24][CH:22]1[CH3:23].C(O)(=O)C, predict the reaction product. The product is: [CH2:1]([O:11][C:12](=[O:20])[C:13]1[CH:18]=[CH:17][CH:16]=[CH:15][C:14]=1[NH:19][CH2:21][CH:22]([OH:24])[CH3:23])[CH2:2][CH2:3][CH2:4][CH2:5][CH2:6][CH2:7][CH2:8][CH2:9][CH3:10].